From a dataset of Forward reaction prediction with 1.9M reactions from USPTO patents (1976-2016). Predict the product of the given reaction. (1) Given the reactants Cl.[CH3:2][O:3][C:4]1[CH:9]=[CH:8][C:7]([NH:10][NH2:11])=[CH:6][CH:5]=1.[C:12]([C:14](=[CH:20]OCC)[C:15]([O:17][CH2:18][CH3:19])=[O:16])#[N:13], predict the reaction product. The product is: [CH2:18]([O:17][C:15]([C:14]1[CH:20]=[N:11][N:10]([C:7]2[CH:8]=[CH:9][C:4]([O:3][CH3:2])=[CH:5][CH:6]=2)[C:12]=1[NH2:13])=[O:16])[CH3:19]. (2) Given the reactants C([C:8]1[CH:16]=[C:15]([O:17][CH3:18])[CH:14]=[CH:13][C:9]=1[C:10](O)=[O:11])C1C=CC=CC=1.C[N:20](C=O)C.C(Cl)(=O)C(Cl)=O, predict the reaction product. The product is: [CH3:18][O:17][C:15]1[CH:14]=[CH:13][C:9]([C:10]([NH2:20])=[O:11])=[CH:8][CH:16]=1. (3) Given the reactants [NH2:1][C:2]1[NH:7][C:6](=[O:8])[N:5]([CH2:9][CH2:10][CH3:11])[C:4](=[O:12])[C:3]=1[NH:13][C:14](=O)[C:15]1[CH:20]=[CH:19][C:18]([Cl:21])=[N:17][CH:16]=1.O=P12OP3(OP(OP(O3)(O1)=O)(=O)O2)=O.O, predict the reaction product. The product is: [Cl:21][C:18]1[N:17]=[CH:16][C:15]([C:14]2[NH:13][C:3]3[C:4](=[O:12])[N:5]([CH2:9][CH2:10][CH3:11])[C:6](=[O:8])[NH:7][C:2]=3[N:1]=2)=[CH:20][CH:19]=1. (4) Given the reactants [Br:1][C:2]1[CH:7]=[C:6](SC(C)C)[CH:5]=[CH:4][C:3]=1[CH3:12].O[O:14][S:15]([O-:17])=O.[K+].[CH2:19]1[CH2:23]OC[CH2:20]1, predict the reaction product. The product is: [Br:1][C:2]1[CH:7]=[C:6]([S:15]([CH:19]([CH3:23])[CH3:20])(=[O:17])=[O:14])[CH:5]=[CH:4][C:3]=1[CH3:12]. (5) The product is: [CH3:15][O:16][C:17](=[O:32])[C:18]1[CH:23]=[C:22]([N:24]2[CH:29]=[CH:28][CH:27]=[CH:26][C:25]2=[O:30])[CH:21]=[CH:20][C:19]=1[NH:31][C:12](=[O:14])[CH2:11][CH2:10][NH:9][C:7]([C:5]1[S:6][C:2]([Cl:1])=[CH:3][CH:4]=1)=[O:8]. Given the reactants [Cl:1][C:2]1[S:6][C:5]([C:7]([NH:9][CH2:10][CH2:11][C:12]([OH:14])=O)=[O:8])=[CH:4][CH:3]=1.[CH3:15][O:16][C:17](=[O:32])[C:18]1[CH:23]=[C:22]([N:24]2[CH:29]=[CH:28][CH:27]=[CH:26][C:25]2=[O:30])[CH:21]=[CH:20][C:19]=1[NH2:31].ClP(Cl)(C1C=CC=CC=1)(C1C=CC=CC=1)C1C=CC=CC=1, predict the reaction product. (6) Given the reactants [CH3:1][Si:2]([CH3:17])([CH3:16])[C:3]1[C:8]([CH2:9][CH2:10][CH2:11][OH:12])=[CH:7][N:6]=[C:5]2[O:13][CH2:14][CH2:15][C:4]=12.I(C1C=CC=CC=1C(O)=O)(=O)=O, predict the reaction product. The product is: [CH3:17][Si:2]([CH3:1])([CH3:16])[C:3]1[C:8]([CH2:9][CH2:10][CH:11]=[O:12])=[CH:7][N:6]=[C:5]2[O:13][CH2:14][CH2:15][C:4]=12. (7) The product is: [F:1][C:2]1[C:10]([CH3:11])=[CH:9][C:8]([C:12]2[CH:17]=[CH:16][CH:15]=[C:14]([F:18])[CH:13]=2)=[CH:7][C:3]=1[C:4]([NH:25][C:26]1[C:31]([CH3:32])=[CH:30][CH:29]=[C:28]([OH:33])[C:27]=1[CH3:34])=[O:6]. Given the reactants [F:1][C:2]1[C:10]([CH3:11])=[CH:9][C:8]([C:12]2[CH:17]=[CH:16][CH:15]=[C:14]([F:18])[CH:13]=2)=[CH:7][C:3]=1[C:4]([OH:6])=O.C(Cl)(C(Cl)=O)=O.[NH2:25][C:26]1[C:27]([CH3:34])=[C:28]([OH:33])[CH:29]=[CH:30][C:31]=1[CH3:32].C([O-])(O)=O.[Na+], predict the reaction product. (8) Given the reactants [NH2:1][C@@H:2]([C:7]1[CH:12]=[CH:11][C:10]([Br:13])=[CH:9][CH:8]=1)[CH2:3][C:4]([OH:6])=[O:5].O=S(Cl)Cl.[CH3:18]O, predict the reaction product. The product is: [CH3:18][O:5][C:4](=[O:6])[CH2:3][C@@H:2]([NH2:1])[C:7]1[CH:8]=[CH:9][C:10]([Br:13])=[CH:11][CH:12]=1.